This data is from Experimentally validated miRNA-target interactions with 360,000+ pairs, plus equal number of negative samples. The task is: Binary Classification. Given a miRNA mature sequence and a target amino acid sequence, predict their likelihood of interaction. (1) The miRNA is hsa-miR-638 with sequence AGGGAUCGCGGGCGGGUGGCGGCCU. The protein sequence of the target gene is MIARCLLAVRSLRRVGGSRILLRMTLGREVMSPLQAMSSYTVAGRNVLRWDLSPEQIKTRTEELIVQTKQVYDAVGMLGIEEVTYENCLQALADVEVKYIVERTMLDFPQHVSSDKEVRAASTEADKRLSRFDIEMSMRGDIFERIVHLQETCDLGKIKPEARRYLEKSIKMGKRNGLHLPEQVQNEIKSMKKRMSELCIDFNKNLNEDDTFLVFSKAELGALPDDFIDSLEKTDDDKYKITLKYPHYFPVMKKCCIPETRRRMEMAFNTRCKEENTIILQQLLPLRTKVAKLLGYSTHA.... Result: 0 (no interaction). (2) The miRNA is hsa-miR-515-5p with sequence UUCUCCAAAAGAAAGCACUUUCUG. The protein sequence of the target gene is MKNLLTEKCISSHNFHQKVIKQRMEKKVDSRYFKDGAVKKPYSAKTLSNKKSSASFGIRRELPSTSHLVQYRGTHTCTRQGRLRELRIRCVARKFLYLWIRMTFGRVFPSKARFYYEQRLLRKVFEEWKEEWWVFQHEWKLCVRADCHYRYYLYNLMFQTWKTYVRQQQEMRNKYIRAEVHDAKQKMRQAWKSWLIYVVVRRTKLQMQTTALEFRQRIILRVWWSTWRQRLGQVRVSRALHASALKHRALSLQVQAWSQWREQLLYVQKEKQKVVSAVKHHQHWQKRRFLKAWLEYLQVR.... Result: 0 (no interaction). (3) The protein sequence of the target gene is MLKKPLSAVTWLCIFIVAFVSHPAWLQKLSKHKTPAQPQLKAANCCEEVKELKAQVANLSSLLSELNKKQERDWVSVVMQVMELESNSKRMESRLTDAESKYSEMNNQIDIMQLQAAQTVTQTSADAIYDCSSLYQKNYRISGVYKLPPDDFLGSPELEVFCDMETSGGGWTIIQRRKSGLVSFYRDWKQYKQGFGSIRGDFWLGNEHIHRLSRQPTRLRVEMEDWEGNLRYAEYSHFVLGNELNSYRLFLGNYTGNVGNDALQYHNNTAFSTKDKDNDNCLDKCAQLRKGGYWYNCCTD.... The miRNA is hsa-miR-34a-3p with sequence CAAUCAGCAAGUAUACUGCCCU. Result: 0 (no interaction). (4) The miRNA is hsa-miR-650 with sequence AGGAGGCAGCGCUCUCAGGAC. The protein sequence of the target gene is MAASSRAQVLSLYRAMLRESKRFSAYNYRTYAVRRIRDAFRENKNVKDPVEIQTLVNKAKRDLGVIRRQVHIGQLYSTDKLIIENRDMPRT. Result: 1 (interaction). (5) The miRNA is hsa-miR-548ac with sequence CAAAAACCGGCAAUUACUUUUG. The protein sequence of the target gene is MGNLLKVLTREIENYPHFFLDFENAQPTEGEREIWNQISAVLQDSESILADLQAYKGAGPEIRDAIQNPNDIQLQEKAWNAVCPLVVRLKRFYEFSIRLEKALQSLLESLTCPPYTPTQHLEREQALAKEFAEILHFTLRFDELKMRNPAIQNDFSYYRRTISRNRINNMHLDIENEVNNEMANRMSLFYAEATPMLKTLSNATMHFVSENKTLPIENTTDCLSTMTSVCKVMLETPEYRSRFTSEETLMFCMRVMVGVIILYDHVHPVGAFCKTSKIDMKGCIKVLKEQAPDSVEGLLN.... Result: 1 (interaction).